This data is from Reaction yield outcomes from USPTO patents with 853,638 reactions. The task is: Predict the reaction yield, written as a fraction of the theoretical maximum amount of product (1.0 means a 100% yield; for example, 0.34 means a 34% yield). (1) The reactants are [CH:1]1([C:7]2([CH3:14])[C:11](=[O:12])[NH:10][N:9]=[C:8]2[CH3:13])[CH2:6][CH2:5][CH2:4][CH2:3][CH2:2]1.Br[CH2:16][C:17]([C:19]1[CH:24]=[CH:23][CH:22]=[C:21]([O:25][CH3:26])[CH:20]=1)=[O:18]. No catalyst specified. The product is [CH:1]1([C:7]2([CH3:14])[C:11](=[O:12])[N:10]([CH2:16][C:17]([C:19]3[CH:24]=[CH:23][CH:22]=[C:21]([O:25][CH3:26])[CH:20]=3)=[O:18])[N:9]=[C:8]2[CH3:13])[CH2:2][CH2:3][CH2:4][CH2:5][CH2:6]1. The yield is 0.440. (2) The reactants are C[CH:2]1[CH2:9][CH:8]2[CH:6]([O:7]2)[CH2:5][N:4]([S:10]([C:13]2[CH:18]=[CH:17][CH:16]=[CH:15][N:14]=2)(=[O:12])=[O:11])[CH2:3]1.[N-:19]=[N+:20]=[N-:21].[Na+].[NH4+].[Cl-].[CH3:25]O. The catalyst is O. The product is [N:19]([CH:8]1[CH:9]([CH3:25])[CH2:2][CH2:3][N:4]([S:10]([C:13]2[CH:18]=[CH:17][CH:16]=[CH:15][N:14]=2)(=[O:11])=[O:12])[CH2:5][CH:6]1[OH:7])=[N+:20]=[N-:21]. The yield is 0.640. (3) The reactants are [F:1][C:2]1[CH:3]=[C:4]([NH:9][C:10]2[CH:15]=[CH:14][CH:13]=[CH:12][CH:11]=2)[C:5]([NH2:8])=[CH:6][CH:7]=1.[C:16]([O:20][C:21]([NH:23][C@@H:24]([CH2:28][O:29][CH2:30][CH3:31])[C:25](O)=[O:26])=[O:22])([CH3:19])([CH3:18])[CH3:17].C1C=NC2N(O)N=NC=2C=1.Cl.CN(C)CCCN=C=NCC. The catalyst is C(Cl)Cl. The product is [C:16]([O:20][C:21](=[O:22])[NH:23][C@H:24]([C:25](=[O:26])[NH:8][C:5]1[CH:6]=[CH:7][C:2]([F:1])=[CH:3][C:4]=1[NH:9][C:10]1[CH:15]=[CH:14][CH:13]=[CH:12][CH:11]=1)[CH2:28][O:29][CH2:30][CH3:31])([CH3:17])([CH3:18])[CH3:19]. The yield is 0.660. (4) The reactants are C(P(CCCC)CCCC)CCC.[OH:14][C:15]1[CH:16]=[C:17]([CH2:21][C:22]([O:24][CH2:25][CH3:26])=[O:23])[CH:18]=[CH:19][CH:20]=1.[Br:27][C:28]1[CH:33]=[CH:32][C:31]([C:34]2[CH:39]=[CH:38][C:37](/[C:40](/[CH3:44])=[CH:41]/[CH2:42]O)=[CH:36][CH:35]=2)=[CH:30][CH:29]=1. The catalyst is C1COCC1. The product is [CH2:25]([O:24][C:22](=[O:23])[CH2:21][C:17]1[CH:18]=[CH:19][CH:20]=[C:15]([O:14][CH2:42]/[CH:41]=[C:40](/[C:37]2[CH:38]=[CH:39][C:34]([C:31]3[CH:30]=[CH:29][C:28]([Br:27])=[CH:33][CH:32]=3)=[CH:35][CH:36]=2)\[CH3:44])[CH:16]=1)[CH3:26]. The yield is 0.440. (5) The yield is 0.510. The product is [Br:26][C:10]1[CH:11]=[C:6]([O:5][CH2:4][C:3]2[C:13]([Cl:18])=[CH:14][CH:15]=[C:16]([F:17])[C:2]=2[Cl:1])[C:7]([NH2:12])=[N:8][CH:9]=1. The reactants are [Cl:1][C:2]1[C:16]([F:17])=[CH:15][CH:14]=[C:13]([Cl:18])[C:3]=1[CH2:4][O:5][C:6]1[C:7]([NH2:12])=[N:8][CH:9]=[CH:10][CH:11]=1.C1C(=O)N([Br:26])C(=O)C1. The catalyst is C(#N)C. (6) The reactants are [S:1]1[CH:5]=[CH:4][C:3]([C:6]2[N:11]=[C:10]3[CH2:12][CH2:13][CH2:14][C:9]3=[C:8]([NH:15][C:16]3[CH:21]=[CH:20][C:19]([CH2:22][C:23]([O:25]CC)=O)=[CH:18][CH:17]=3)[CH:7]=2)=[CH:2]1.[NH3:28]. The catalyst is CO. The product is [S:1]1[CH:5]=[CH:4][C:3]([C:6]2[N:11]=[C:10]3[CH2:12][CH2:13][CH2:14][C:9]3=[C:8]([NH:15][C:16]3[CH:17]=[CH:18][C:19]([CH2:22][C:23]([NH2:28])=[O:25])=[CH:20][CH:21]=3)[CH:7]=2)=[CH:2]1. The yield is 0.500. (7) The reactants are [OH:1][C:2]1[CH:11]=[CH:10][C:9]([N+:12]([O-:14])=[O:13])=[CH:8][C:3]=1[C:4]([O:6][CH3:7])=[O:5].[C:15]1(P(C2C=CC=CC=2)C2C=CC=CC=2)[CH:20]=CC=C[CH:16]=1.CC(O)C.C(OC(N=NC(OC(C)C)=O)=O)(C)C. The catalyst is C1COCC1. The product is [CH:15]([O:1][C:2]1[CH:11]=[CH:10][C:9]([N+:12]([O-:14])=[O:13])=[CH:8][C:3]=1[C:4]([O:6][CH3:7])=[O:5])([CH3:20])[CH3:16]. The yield is 0.485. (8) The reactants are [NH:1]1[CH2:6][CH2:5][O:4][CH2:3][C@H:2]1[CH2:7][OH:8].[Cl:9][CH2:10][CH:11]1[CH2:13]O1. No catalyst specified. The product is [Cl:9][CH2:10][CH:11]1[O:8][CH2:7][CH:2]2[CH2:3][O:4][CH2:5][CH2:6][N:1]2[CH2:13]1. The yield is 0.350. (9) The reactants are [C:1]([CH2:9][CH2:10][CH2:11][CH2:12][CH2:13][CH2:14][C:15]([O:17][CH2:18][CH3:19])=[O:16])(=[O:8])[C:2]1[CH:7]=[CH:6][CH:5]=[CH:4][CH:3]=1.[C:20](Cl)(=O)[C:21]1C=CC=[CH:23][CH:22]=1. No catalyst specified. The product is [C:2]1([C:1]([CH2:9][CH2:10][CH2:11][CH2:12][CH2:13][CH2:14][C:15]([O:17][CH2:18][CH3:19])=[O:16])=[O:8])[C:7]2[C:6](=[CH:20][CH:21]=[CH:22][CH:23]=2)[CH:5]=[CH:4][CH:3]=1. The yield is 0.580.